Task: Predict the reaction yield, written as a fraction of the theoretical maximum amount of product (1.0 means a 100% yield; for example, 0.34 means a 34% yield).. Dataset: Reaction yield outcomes from USPTO patents with 853,638 reactions (1) The reactants are [F:1][CH:2]([F:13])[O:3][C:4]1[CH:11]=[CH:10][C:7]([CH:8]=[O:9])=[CH:6][C:5]=1[OH:12].C(=O)([O-])[O-].[K+].[K+].Br[CH2:21][CH:22]1[CH2:24][CH2:23]1.O. The catalyst is CN(C=O)C. The product is [CH:22]1([CH2:21][O:12][C:5]2[CH:6]=[C:7]([CH:10]=[CH:11][C:4]=2[O:3][CH:2]([F:13])[F:1])[CH:8]=[O:9])[CH2:24][CH2:23]1. The yield is 0.948. (2) The reactants are Br[C:2]1[CH:3]=[CH:4][C:5]2[O:10][C:9]([F:12])([F:11])[O:8][C:7]([F:14])([F:13])[C:6]=2[CH:15]=1. The catalyst is CO.CC#N.CCN(CC)CC.C1C=CC([P]([Pd]([P](C2C=CC=CC=2)(C2C=CC=CC=2)C2C=CC=CC=2)([P](C2C=CC=CC=2)(C2C=CC=CC=2)C2C=CC=CC=2)[P](C2C=CC=CC=2)(C2C=CC=CC=2)C2C=CC=CC=2)(C2C=CC=CC=2)C2C=CC=CC=2)=CC=1. The product is [CH3:7][O:8][C:9]([C:2]1[CH:3]=[CH:4][C:5]2[O:10][C:9]([F:12])([F:11])[O:8][C:7]([F:14])([F:13])[C:6]=2[CH:15]=1)=[O:10]. The yield is 0.850. (3) The reactants are Cl.Cl.[F:3][C:4]1[CH:5]=[CH:6][C:7]2[N:11]=[C:10]([C@@H:12]([NH2:14])[CH3:13])[N:9]([C:15]3[CH:20]=[CH:19][CH:18]=[CH:17][N:16]=3)[C:8]=2[C:21]=1[CH3:22].Cl[C:24]1[N:32]=[CH:31][N:30]=[C:29]2[C:25]=1[N:26]=[CH:27][N:28]2C1CCCCO1.CCN(C(C)C)C(C)C. The catalyst is CC(O)C. The product is [F:3][C:4]1[CH:5]=[CH:6][C:7]2[N:11]=[C:10]([C@@H:12]([NH:14][C:24]3[N:32]=[CH:31][N:30]=[C:29]4[C:25]=3[N:26]=[CH:27][NH:28]4)[CH3:13])[N:9]([C:15]3[CH:20]=[CH:19][CH:18]=[CH:17][N:16]=3)[C:8]=2[C:21]=1[CH3:22]. The yield is 0.510. (4) The reactants are [CH3:1][C:2]#[N:3].[Li]CCCC.[F:9][C:10]([F:19])([F:18])[C:11]([CH3:17])([CH3:16])[C:12](OC)=[O:13]. The catalyst is C1COCC1. The product is [F:9][C:10]([F:19])([F:18])[C:11]([CH3:17])([CH3:16])[C:12](=[O:13])[CH2:1][C:2]#[N:3]. The yield is 0.317. (5) The reactants are Cl[C:2]1[C:6]2[CH:7]=[CH:8][CH:9]=[CH:10][C:5]=2[O:4][N:3]=1.[C:11]([O:15][C:16]([N:18]1[CH2:23][CH2:22][NH:21][CH2:20][CH2:19]1)=[O:17])([CH3:14])([CH3:13])[CH3:12].C1CCN2C(=NCCC2)CC1. The catalyst is N1C=CC=CC=1. The product is [C:11]([O:15][C:16]([N:18]1[CH2:23][CH2:22][N:21]([C:2]2[C:6]3[CH:7]=[CH:8][CH:9]=[CH:10][C:5]=3[O:4][N:3]=2)[CH2:20][CH2:19]1)=[O:17])([CH3:14])([CH3:12])[CH3:13]. The yield is 0.420. (6) The reactants are [CH3:1][C:2]1[N:3]([CH2:30][C:31]([O:33]CC)=[O:32])[C:4]2[CH2:5][C:6]([CH3:29])([CH3:28])[CH2:7][C:8](=[O:27])[C:9]=2[C:10]=1[S:11][C:12]1[CH:17]=[CH:16][C:15]([S:18]([N:21]2[CH2:26][CH2:25][O:24][CH2:23][CH2:22]2)(=[O:20])=[O:19])=[CH:14][CH:13]=1.[OH-].[Na+].Cl. The catalyst is C1COCC1.O. The product is [CH3:1][C:2]1[N:3]([CH2:30][C:31]([OH:33])=[O:32])[C:4]2[CH2:5][C:6]([CH3:29])([CH3:28])[CH2:7][C:8](=[O:27])[C:9]=2[C:10]=1[S:11][C:12]1[CH:17]=[CH:16][C:15]([S:18]([N:21]2[CH2:26][CH2:25][O:24][CH2:23][CH2:22]2)(=[O:19])=[O:20])=[CH:14][CH:13]=1. The yield is 0.638.